This data is from Forward reaction prediction with 1.9M reactions from USPTO patents (1976-2016). The task is: Predict the product of the given reaction. (1) Given the reactants [NH2:1][CH:2]1[CH2:5][N:4]([C:6]([C:8]2[CH:9]=[C:10]([CH:23]=[CH:24][C:25]=2[F:26])[CH2:11][C:12]2[C:21]3[C:16](=[CH:17][CH:18]=[CH:19][CH:20]=3)[C:15](=[O:22])[NH:14][N:13]=2)=[O:7])[CH2:3]1.[CH:27]1([CH:30]=O)[CH2:29][CH2:28]1.C(O[BH-](OC(=O)C)OC(=O)C)(=O)C.[Na+], predict the reaction product. The product is: [CH:27]1([CH2:30][NH:1][CH:2]2[CH2:3][N:4]([C:6]([C:8]3[CH:9]=[C:10]([CH:23]=[CH:24][C:25]=3[F:26])[CH2:11][C:12]3[C:21]4[C:16](=[CH:17][CH:18]=[CH:19][CH:20]=4)[C:15](=[O:22])[NH:14][N:13]=3)=[O:7])[CH2:5]2)[CH2:29][CH2:28]1. (2) Given the reactants [O:1]=[C:2]1[NH:6][C@@H:5]([C:7]([O:9]CC)=O)[CH2:4][CH2:3]1.[BH4-].[Na+].Cl.[C:15]1([CH3:25])[CH:20]=[CH:19][C:18]([S:21](Cl)(=[O:23])=[O:22])=[CH:17][CH:16]=1.C(N(CC)CC)C, predict the reaction product. The product is: [CH3:25][C:15]1[CH:20]=[CH:19][C:18]([S:21]([O:9][CH2:7][C@H:5]2[CH2:4][CH2:3][C:2](=[O:1])[NH:6]2)(=[O:23])=[O:22])=[CH:17][CH:16]=1. (3) Given the reactants [C:1]([CH:3]1[CH2:6][N:5]([C:7](=[O:31])[C@H:8]([NH:10][C:11]([C:13]2[C:21]3[C:16](=[N:17][CH:18]=[C:19](Br)[N:20]=3)[N:15](COCC[Si](C)(C)C)[CH:14]=2)=[O:12])[CH3:9])[CH2:4]1)#[N:2].C(C1CCN(C(=O)[C@H](NC(C2C3C(=NC=C(Br)N=3)N(COCC[Si](C)(C)C)C=2)=O)C2CC2)CC1)#N.[N:67]1([C:72]2[CH:77]=[CH:76][N:75]=[C:74]([Sn](CCCC)(CCCC)CCCC)[CH:73]=2)[CH:71]=[CH:70][CH:69]=[N:68]1.C(C1C=CN=C([Sn](CCCC)(CCCC)CCCC)C=1)(C)(C)C, predict the reaction product. The product is: [C:1]([CH:3]1[CH2:6][N:5]([C:7](=[O:31])[C@H:8]([NH:10][C:11]([C:13]2[C:21]3[C:16](=[N:17][CH:18]=[C:19]([C:76]4[CH:77]=[C:72]([N:67]5[CH:71]=[CH:70][CH:69]=[N:68]5)[CH:73]=[CH:74][N:75]=4)[N:20]=3)[NH:15][CH:14]=2)=[O:12])[CH3:9])[CH2:4]1)#[N:2]. (4) Given the reactants [C:1]([C:4]1[CH:9]([C:10]2[CH:15]=[CH:14][C:13]([Cl:16])=[CH:12][C:11]=2[Cl:17])[N:8]2[CH:18]=[C:19]([S:21]([OH:24])(=[O:23])=[O:22])[N:20]=[C:7]2[NH:6][C:5]=1[CH3:25])(=[O:3])[NH2:2], predict the reaction product. The product is: [C:1]([C:4]1[C:5]([CH3:25])=[N:6][C:7]2[N:8]([CH:18]=[C:19]([S:21]([OH:24])(=[O:23])=[O:22])[N:20]=2)[C:9]=1[C:10]1[CH:15]=[CH:14][C:13]([Cl:16])=[CH:12][C:11]=1[Cl:17])(=[O:3])[NH2:2].